This data is from TCR-epitope binding with 47,182 pairs between 192 epitopes and 23,139 TCRs. The task is: Binary Classification. Given a T-cell receptor sequence (or CDR3 region) and an epitope sequence, predict whether binding occurs between them. (1) The epitope is FPRPWLHGL. The TCR CDR3 sequence is CASSLWSGIADTQYF. Result: 1 (the TCR binds to the epitope). (2) The epitope is TSDLATNNLVVMAY. The TCR CDR3 sequence is CASRFPGTGPYEQYF. Result: 1 (the TCR binds to the epitope). (3) The epitope is NLNESLIDL. The TCR CDR3 sequence is CASSPGTGDYEQYF. Result: 1 (the TCR binds to the epitope).